This data is from Forward reaction prediction with 1.9M reactions from USPTO patents (1976-2016). The task is: Predict the product of the given reaction. (1) Given the reactants Br[C:2]1[CH:9]=[CH:8][C:7]([OH:10])=[CH:6][C:3]=1[CH:4]=[O:5].C(=O)([O-])[O-].[Na+].[Na+].[C:17]1(B(O)O)[C:26]2[C:21](=[CH:22][CH:23]=[CH:24][CH:25]=2)[CH:20]=[CH:19][CH:18]=1, predict the reaction product. The product is: [OH:10][C:7]1[CH:8]=[CH:9][C:2]([C:25]2[C:26]3[C:21](=[CH:20][CH:19]=[CH:18][CH:17]=3)[CH:22]=[CH:23][CH:24]=2)=[C:3]([CH:6]=1)[CH:4]=[O:5]. (2) Given the reactants [N+](C1C=CC(C([O:10][C@H:11]([CH2:30][C:31]([CH3:34])=[C:32]=[CH2:33])[CH2:12][CH2:13][C@H:14]2[C:18](=[CH2:19])[CH2:17][C@H:16]([CH2:20][CH2:21][CH2:22][O:23][C:24](=[O:29])[C:25]([CH3:28])([CH3:27])[CH3:26])[O:15]2)=O)=CC=1)([O-])=O.O.[OH-].[Li+], predict the reaction product. The product is: [C:24]([O:23][CH2:22][CH2:21][CH2:20][C@H:16]1[CH2:17][C:18](=[CH2:19])[C@H:14]([CH2:13][CH2:12][C@H:11]([OH:10])[CH2:30][C:31]([CH3:34])=[C:32]=[CH2:33])[O:15]1)(=[O:29])[C:25]([CH3:26])([CH3:27])[CH3:28]. (3) Given the reactants C([O-])([O-])=O.[K+].[K+].[CH:7]1([C:13]2[NH:14][CH:15]=[C:16]([CH3:18])[N:17]=2)[CH2:12][CH2:11][CH2:10][CH2:9][CH2:8]1.F[C:20]1[CH:25]=[C:24]([F:26])[CH:23]=[CH:22][C:21]=1[N+:27]([O-:29])=[O:28], predict the reaction product. The product is: [F:26][C:24]1[CH:25]=[CH:20][C:21]([N+:27]([O-:29])=[O:28])=[C:22]([N:14]2[CH:15]=[C:16]([CH3:18])[N:17]=[C:13]2[CH:7]2[CH2:8][CH2:9][CH2:10][CH2:11][CH2:12]2)[CH:23]=1.